This data is from NCI-60 drug combinations with 297,098 pairs across 59 cell lines. The task is: Regression. Given two drug SMILES strings and cell line genomic features, predict the synergy score measuring deviation from expected non-interaction effect. (1) Drug 1: C1CCC(C(C1)N)N.C(=O)(C(=O)[O-])[O-].[Pt+4]. Drug 2: CC1CCCC2(C(O2)CC(NC(=O)CC(C(C(=O)C(C1O)C)(C)C)O)C(=CC3=CSC(=N3)C)C)C. Cell line: OVCAR-4. Synergy scores: CSS=40.9, Synergy_ZIP=-0.00996, Synergy_Bliss=-0.563, Synergy_Loewe=-6.55, Synergy_HSA=-0.800. (2) Drug 1: CC1=C(C(CCC1)(C)C)C=CC(=CC=CC(=CC(=O)O)C)C. Drug 2: CN1C(=O)N2C=NC(=C2N=N1)C(=O)N. Cell line: CCRF-CEM. Synergy scores: CSS=22.7, Synergy_ZIP=-0.986, Synergy_Bliss=3.93, Synergy_Loewe=7.01, Synergy_HSA=7.15.